Predict hERG channel inhibition at various concentrations. From a dataset of hERG Central: cardiac toxicity at 1µM, 10µM, and general inhibition. (1) Results: hERG_inhib (hERG inhibition (general)): blocker. The drug is CCOC(=O)C1(CC2CC2)CCN(Cc2cn[nH]c2-c2ccccc2)CC1. (2) The compound is CS(=O)(=O)c1ccc(Cl)c(NC(=O)COC(=O)c2cccc(S(=O)(=O)N3CCCC3)c2)c1. Results: hERG_inhib (hERG inhibition (general)): blocker. (3) The drug is CSc1cccc(NC(=S)N2CCC(N(C)C3CCCCC3)CC2)c1. Results: hERG_inhib (hERG inhibition (general)): blocker. (4) The molecule is Cc1ccc2c(C(=O)CN3CC(C)CC(C)C3)c(C)[nH]c2c1. Results: hERG_inhib (hERG inhibition (general)): blocker. (5) The compound is Clc1ccc(-c2nnc3c4ccccc4nc(N4CCOCC4)n23)cc1Cl. Results: hERG_inhib (hERG inhibition (general)): blocker. (6) Results: hERG_inhib (hERG inhibition (general)): blocker. The molecule is COCCN(C(=S)Nc1cc(C)cc(C)c1)C(C)c1cccnc1. (7) The drug is COCCNc1nnc(SCC(=O)Nc2cc(-c3ccccc3)nn2-c2ccccc2)s1. Results: hERG_inhib (hERG inhibition (general)): blocker.